Dataset: Full USPTO retrosynthesis dataset with 1.9M reactions from patents (1976-2016). Task: Predict the reactants needed to synthesize the given product. (1) Given the product [ClH:1].[Br:15][C:16]1[CH:23]=[CH:22][C:19]([CH2:20][S:11]([C:9]2[S:10][C:6]3[CH:5]=[CH:4][N:3]=[C:2]([N:31]4[CH2:36][CH2:35][NH:34][CH2:33][CH2:32]4)[C:7]=3[CH:8]=2)(=[O:13])=[O:12])=[CH:18][CH:17]=1, predict the reactants needed to synthesize it. The reactants are: [Cl:1][C:2]1[C:7]2[CH:8]=[C:9]([S:11]([O-:13])=[O:12])[S:10][C:6]=2[CH:5]=[CH:4][N:3]=1.[Li+].[Br:15][C:16]1[CH:23]=[CH:22][C:19]([CH2:20]Br)=[CH:18][CH:17]=1.C(OC([N:31]1[CH2:36][CH2:35][NH:34][CH2:33][CH2:32]1)=O)(C)(C)C. (2) Given the product [CH3:2][O:3][C:4]1[CH:9]=[CH:8][CH:7]=[CH:6][C:5]=1[CH:15]=[O:16], predict the reactants needed to synthesize it. The reactants are: Br[CH2:2][O:3][C:4]1[CH:9]=[CH:8][CH:7]=[CH:6][CH:5]=1.C([Mg]Cl)(C)C.[CH:15](N1CCCCC1)=[O:16]. (3) Given the product [CH3:19][O:18][C:17]1[C:11]2[C:10]([N:20]3[CH2:25][CH2:24][CH:23]([OH:26])[CH2:22][CH2:21]3)=[N:9][C:8]([C:6]3[CH:5]=[CH:4][N:3]=[C:2]([NH:35][C:33]4[CH:32]=[CH:31][CH:30]=[C:29]([O:28][CH3:27])[N:34]=4)[CH:7]=3)=[N:13][C:12]=2[CH:14]=[N:15][CH:16]=1, predict the reactants needed to synthesize it. The reactants are: Cl[C:2]1[CH:7]=[C:6]([C:8]2[N:9]=[C:10]([N:20]3[CH2:25][CH2:24][CH:23]([OH:26])[CH2:22][CH2:21]3)[C:11]3[C:17]([O:18][CH3:19])=[CH:16][N:15]=[CH:14][C:12]=3[N:13]=2)[CH:5]=[CH:4][N:3]=1.[CH3:27][O:28][C:29]1[N:34]=[C:33]([NH2:35])[CH:32]=[CH:31][CH:30]=1. (4) Given the product [O:40]1[C:36]2[CH:35]=[CH:34][C:33]([C:2]3[CH:7]=[CH:6][C:5]([N:8]4[C:12]([CH2:13][C@H:14]5[CH2:18][CH2:17][N:16]([C:19]([CH:21]6[CH2:23][CH2:22]6)=[O:20])[CH2:15]5)=[N:11][NH:10][C:9]4=[O:24])=[CH:4][CH:3]=3)=[CH:41][C:37]=2[CH:38]=[CH:39]1, predict the reactants needed to synthesize it. The reactants are: Br[C:2]1[CH:7]=[CH:6][C:5]([N:8]2[C:12]([CH2:13][C@H:14]3[CH2:18][CH2:17][N:16]([C:19]([CH:21]4[CH2:23][CH2:22]4)=[O:20])[CH2:15]3)=[N:11][NH:10][C:9]2=[O:24])=[CH:4][CH:3]=1.CC1(C)C(C)(C)OB([C:33]2[CH:34]=[CH:35][C:36]3[O:40][CH:39]=[CH:38][C:37]=3[CH:41]=2)O1.C(=O)([O-])[O-].[K+].[K+]. (5) Given the product [C:20]([N:6]1[CH2:7][CH2:8][C:3](=[O:2])[CH:4]([C:9]([O:11][CH3:12])=[O:10])[CH2:5]1)(=[O:22])[CH3:21], predict the reactants needed to synthesize it. The reactants are: Cl.[O:2]=[C:3]1[CH2:8][CH2:7][NH:6][CH2:5][CH:4]1[C:9]([O:11][CH3:12])=[O:10].C(N(CC)CC)C.[C:20](OC(=O)C)(=[O:22])[CH3:21]. (6) Given the product [C:1]([O:4][CH2:5][C@H:6]1[CH2:11][C@@H:10]([O:12][C:13](=[O:15])[CH3:14])[CH2:9][CH2:8][C@@:7]1([C@H:17]1[CH2:25][CH2:24][C@@:23]2([CH3:26])[C@@H:19]([CH2:20][C@H:21]([O:28][C:29](=[O:31])[CH3:30])[C:22]2=[CH2:27])[C@@H:18]1[CH2:32][OH:33])[CH3:16])(=[O:3])[CH3:2], predict the reactants needed to synthesize it. The reactants are: [C:1]([O:4][CH2:5][C@H:6]1[CH2:11][C@@H:10]([O:12][C:13](=[O:15])[CH3:14])[CH2:9][CH2:8][C@@:7]1([C@H:17]1[CH2:25][CH2:24][C@@:23]2([CH3:26])[C@@H:19]([CH2:20][C@H:21]([O:28][C:29](=[O:31])[CH3:30])[C:22]2=[CH2:27])[C@@H:18]1[CH2:32][O:33][Si](C(C)(C)C)(C1C=CC=CC=1)C1C=CC=CC=1)[CH3:16])(=[O:3])[CH3:2].CCCC[N+](CCCC)(CCCC)CCCC.[F-]. (7) Given the product [CH3:15][O:14][C:10]1[CH:9]=[C:8]([C:5]([CH3:7])([CH3:6])[C:4]([OH:16])=[O:3])[CH:13]=[CH:12][CH:11]=1, predict the reactants needed to synthesize it. The reactants are: C([O:3][C:4](=[O:16])[C:5]([C:8]1[CH:13]=[CH:12][CH:11]=[C:10]([O:14][CH3:15])[CH:9]=1)([CH3:7])[CH3:6])C.[OH-].[Na+]. (8) Given the product [F:1][C:2]1[CH:3]=[C:4]([CH2:5][CH2:6][O:7][S:18]([CH3:17])(=[O:20])=[O:19])[CH:8]=[CH:9][CH:10]=1, predict the reactants needed to synthesize it. The reactants are: [F:1][C:2]1[CH:3]=[C:4]([CH:8]=[CH:9][CH:10]=1)[CH2:5][CH2:6][OH:7].N1C=CC=CC=1.[CH3:17][S:18](Cl)(=[O:20])=[O:19].